From a dataset of Forward reaction prediction with 1.9M reactions from USPTO patents (1976-2016). Predict the product of the given reaction. Given the reactants [C:1]([O:5][C:6]([NH:8][CH:9]([C:13]1[CH:18]=[CH:17][CH:16]=[C:15]([Cl:19])[C:14]=1[F:20])[C:10](O)=[O:11])=[O:7])([CH3:4])([CH3:3])[CH3:2].C(N(CC)CC)C.ClC(OCC(C)C)=O.[BH4-].[Na+].C(=O)([O-])O.[Na+], predict the reaction product. The product is: [Cl:19][C:15]1[C:14]([F:20])=[C:13]([CH:9]([NH:8][C:6](=[O:7])[O:5][C:1]([CH3:2])([CH3:3])[CH3:4])[CH2:10][OH:11])[CH:18]=[CH:17][CH:16]=1.